This data is from Full USPTO retrosynthesis dataset with 1.9M reactions from patents (1976-2016). The task is: Predict the reactants needed to synthesize the given product. (1) The reactants are: C(O)(C(F)(F)F)=O.C([O:12][C:13](=[O:50])[C@@H:14]([NH:39][S:40]([C:43]1[CH:48]=[CH:47][C:46]([Br:49])=[CH:45][CH:44]=1)(=[O:42])=[O:41])[CH2:15][NH:16][C:17]1[C:18]2[CH:26]=[CH:25][N:24]([CH2:27][CH2:28][CH2:29][C:30](=[O:38])[NH:31][C:32]3[NH:33][CH2:34][CH2:35][CH2:36][N:37]=3)[C:19]=2[N:20]=[C:21]([CH3:23])[N:22]=1)(C)(C)C. Given the product [CH3:23][C:21]1[N:22]=[C:17]([NH:16][CH2:15][C@H:14]([NH:39][S:40]([C:43]2[CH:44]=[CH:45][C:46]([Br:49])=[CH:47][CH:48]=2)(=[O:42])=[O:41])[C:13]([OH:50])=[O:12])[C:18]2[CH:26]=[CH:25][N:24]([CH2:27][CH2:28][CH2:29][C:30](=[O:38])[NH:31][C:32]3[NH:33][CH2:34][CH2:35][CH2:36][N:37]=3)[C:19]=2[N:20]=1, predict the reactants needed to synthesize it. (2) Given the product [F:1][C:2]1[CH:3]=[CH:4][C:5]([C:8]2[C:20]([C:21](=[O:24])[C:22]#[CH:23])=[C:11]3[CH:12]=[CH:13][C:14]([C:16]([F:19])([F:18])[F:17])=[CH:15][N:10]3[N:9]=2)=[CH:6][CH:7]=1, predict the reactants needed to synthesize it. The reactants are: [F:1][C:2]1[CH:7]=[CH:6][C:5]([C:8]2[C:20]([CH:21]([OH:24])[C:22]#[CH:23])=[C:11]3[CH:12]=[CH:13][C:14]([C:16]([F:19])([F:18])[F:17])=[CH:15][N:10]3[N:9]=2)=[CH:4][CH:3]=1. (3) The reactants are: C(N1C2N=CNC=2C(=O)N(CCCC2C=CC=CC=2)C1=O)CCC.[CH2:25]([N:29]1[C:37]2[N:36]=[CH:35][N:34](CC3C=CC=CC=3)[C:33]=2[C:32](=[O:45])[N:31]([CH2:46][CH2:47][O:48][C:49]2[CH:54]=[CH:53][CH:52]=[CH:51][CH:50]=2)[C:30]1=[O:55])[CH2:26][CH2:27][CH3:28]. Given the product [CH2:25]([N:29]1[C:37]2[N:36]=[CH:35][NH:34][C:33]=2[C:32](=[O:45])[N:31]([CH2:46][CH2:47][O:48][C:49]2[CH:50]=[CH:51][CH:52]=[CH:53][CH:54]=2)[C:30]1=[O:55])[CH2:26][CH2:27][CH3:28], predict the reactants needed to synthesize it. (4) Given the product [Cl:26][C:18]1[CH:19]=[C:20]([C@@H:23]([OH:25])[CH3:24])[CH:21]=[N:22][C:17]=1[N:14]1[CH2:15][CH2:16][N:11]([C:8]2[NH:9][C:10]3[C:2]([C:66]4[CH:65]=[C:64]([F:63])[C:69]([F:70])=[C:68]([F:71])[CH:67]=4)=[CH:3][C:4]([C:28]([F:31])([F:29])[F:30])=[CH:5][C:6]=3[N:7]=2)[C@H:12]([CH3:27])[CH2:13]1, predict the reactants needed to synthesize it. The reactants are: Br[C:2]1[C:10]2[N:9]=[C:8]([N:11]3[CH2:16][CH2:15][N:14]([C:17]4[N:22]=[CH:21][C:20]([C@@H:23]([OH:25])[CH3:24])=[CH:19][C:18]=4[Cl:26])[CH2:13][C@H:12]3[CH3:27])[NH:7][C:6]=2[CH:5]=[C:4]([C:28]([F:31])([F:30])[F:29])[CH:3]=1.BrC1C2N=C(N3CCN(C4N=CC([C@H](O)C)=CC=4Cl)C[C@H]3C)NC=2C=C(C(F)(F)F)C=1.[F:63][C:64]1[CH:65]=[C:66](B(O)O)[CH:67]=[C:68]([F:71])[C:69]=1[F:70]. (5) The reactants are: [NH2:1][C:2]1[CH:17]=[CH:16][CH:15]=[CH:14][C:3]=1[C:4]([NH:6][CH2:7][CH2:8][CH2:9][CH2:10][C:11]([OH:13])=[O:12])=[O:5].C[Si](Cl)(C)C.C(N(CC)CC)C.C([O:33][C:34]1[C:35](=[CH:39][CH:40]=[CH:41][CH:42]=1)[C:36](Cl)=[O:37])(=O)C.[OH-].[Na+].Cl. Given the product [OH:33][C:34]1[CH:42]=[CH:41][CH:40]=[CH:39][C:35]=1[C:36]([NH:1][C:2]1[CH:17]=[CH:16][CH:15]=[CH:14][C:3]=1[C:4]([NH:6][CH2:7][CH2:8][CH2:9][CH2:10][C:11]([OH:13])=[O:12])=[O:5])=[O:37], predict the reactants needed to synthesize it. (6) Given the product [N:6]1([S:10]([NH:13][C:47](=[O:48])[C:46]2[CH:50]=[C:42]([Cl:41])[C:43]([O:52][CH2:53][C:54]3([C:64]#[N:65])[CH:55]4[CH2:63][CH:59]5[CH2:58][CH:57]([CH2:62][CH:61]3[CH2:60]5)[CH2:56]4)=[CH:44][C:45]=2[F:51])(=[O:12])=[O:11])[CH2:9][CH2:8][CH2:7]1, predict the reactants needed to synthesize it. The reactants are: CS(N)(=O)=O.[N:6]1([S:10]([NH2:13])(=[O:12])=[O:11])[CH2:9][CH2:8][CH2:7]1.C(C1(COC2C(C3CC3)=CC(C(O)=O)=C(F)C=2)C2CC3CC(CC1C3)C2)#N.[Cl:41][C:42]1[C:43]([O:52][CH2:53][C:54]2([C:64]#[N:65])[CH:61]3[CH2:62][CH:57]4[CH2:58][CH:59]([CH2:63][CH:55]2[CH2:56]4)[CH2:60]3)=[CH:44][C:45]([F:51])=[C:46]([CH:50]=1)[C:47](O)=[O:48]. (7) Given the product [CH:1]1([NH:4][C:5](=[O:35])[C:6]2[CH:11]=[CH:10][C:9]([CH3:12])=[C:8]([C:13]3[CH:14]=[C:15]4[C:20](=[CH:21][CH:22]=3)[C:19](=[O:23])[N:18]([CH2:24][CH:25]3[CH2:27][CH2:26]3)[CH:17]=[C:16]4[CH2:28][N:29]([CH2:30][CH2:31][N:32]([CH3:34])[CH3:33])[CH3:38])[CH:7]=2)[CH2:2][CH2:3]1, predict the reactants needed to synthesize it. The reactants are: [CH:1]1([NH:4][C:5](=[O:35])[C:6]2[CH:11]=[CH:10][C:9]([CH3:12])=[C:8]([C:13]3[CH:14]=[C:15]4[C:20](=[CH:21][CH:22]=3)[C:19](=[O:23])[N:18]([CH2:24][CH:25]3[CH2:27][CH2:26]3)[CH:17]=[C:16]4[CH2:28][NH:29][CH2:30][CH2:31][N:32]([CH3:34])[CH3:33])[CH:7]=2)[CH2:3][CH2:2]1.C=O.[C:38](O[BH-](OC(=O)C)OC(=O)C)(=O)C.[Na+].